The task is: Regression. Given two drug SMILES strings and cell line genomic features, predict the synergy score measuring deviation from expected non-interaction effect.. This data is from NCI-60 drug combinations with 297,098 pairs across 59 cell lines. (1) Cell line: UACC62. Drug 1: C1CCC(CC1)NC(=O)N(CCCl)N=O. Synergy scores: CSS=25.4, Synergy_ZIP=-8.33, Synergy_Bliss=-2.11, Synergy_Loewe=-7.14, Synergy_HSA=-3.18. Drug 2: CC(C)NC(=O)C1=CC=C(C=C1)CNNC.Cl. (2) Drug 1: CCC1(CC2CC(C3=C(CCN(C2)C1)C4=CC=CC=C4N3)(C5=C(C=C6C(=C5)C78CCN9C7C(C=CC9)(C(C(C8N6C=O)(C(=O)OC)O)OC(=O)C)CC)OC)C(=O)OC)O.OS(=O)(=O)O. Drug 2: C1=CC=C(C=C1)NC(=O)CCCCCCC(=O)NO. Cell line: RXF 393. Synergy scores: CSS=15.8, Synergy_ZIP=-7.32, Synergy_Bliss=3.77, Synergy_Loewe=-4.75, Synergy_HSA=2.51. (3) Drug 1: C1C(C(OC1N2C=NC3=C(N=C(N=C32)Cl)N)CO)O. Drug 2: CC1=C(C=C(C=C1)NC(=O)C2=CC=C(C=C2)CN3CCN(CC3)C)NC4=NC=CC(=N4)C5=CN=CC=C5. Cell line: COLO 205. Synergy scores: CSS=29.6, Synergy_ZIP=-1.06, Synergy_Bliss=-4.28, Synergy_Loewe=-24.8, Synergy_HSA=-3.14. (4) Drug 1: CC1=CC2C(CCC3(C2CCC3(C(=O)C)OC(=O)C)C)C4(C1=CC(=O)CC4)C. Drug 2: COCCOC1=C(C=C2C(=C1)C(=NC=N2)NC3=CC=CC(=C3)C#C)OCCOC.Cl. Cell line: HOP-62. Synergy scores: CSS=-1.69, Synergy_ZIP=2.45, Synergy_Bliss=2.31, Synergy_Loewe=-5.11, Synergy_HSA=-3.51. (5) Drug 1: C1=CN(C(=O)N=C1N)C2C(C(C(O2)CO)O)O.Cl. Drug 2: CN(CCCl)CCCl.Cl. Cell line: SW-620. Synergy scores: CSS=42.2, Synergy_ZIP=-9.43, Synergy_Bliss=-2.73, Synergy_Loewe=-1.65, Synergy_HSA=1.07. (6) Drug 1: C1C(C(OC1N2C=NC3=C(N=C(N=C32)Cl)N)CO)O. Drug 2: CN1C(=O)N2C=NC(=C2N=N1)C(=O)N. Cell line: HCT116. Synergy scores: CSS=34.4, Synergy_ZIP=9.84, Synergy_Bliss=14.0, Synergy_Loewe=-43.3, Synergy_HSA=2.57. (7) Drug 1: CCC(=C(C1=CC=CC=C1)C2=CC=C(C=C2)OCCN(C)C)C3=CC=CC=C3.C(C(=O)O)C(CC(=O)O)(C(=O)O)O. Drug 2: C1CNP(=O)(OC1)N(CCCl)CCCl. Cell line: NCI-H522. Synergy scores: CSS=1.74, Synergy_ZIP=-1.86, Synergy_Bliss=-1.67, Synergy_Loewe=-1.15, Synergy_HSA=-1.12. (8) Drug 1: CC1=C2C(C(=O)C3(C(CC4C(C3C(C(C2(C)C)(CC1OC(=O)C(C(C5=CC=CC=C5)NC(=O)C6=CC=CC=C6)O)O)OC(=O)C7=CC=CC=C7)(CO4)OC(=O)C)O)C)OC(=O)C. Drug 2: N.N.Cl[Pt+2]Cl. Cell line: NCI-H460. Synergy scores: CSS=61.0, Synergy_ZIP=1.27, Synergy_Bliss=0.502, Synergy_Loewe=-13.5, Synergy_HSA=1.48. (9) Drug 1: CC1=C2C(C(=O)C3(C(CC4C(C3C(C(C2(C)C)(CC1OC(=O)C(C(C5=CC=CC=C5)NC(=O)OC(C)(C)C)O)O)OC(=O)C6=CC=CC=C6)(CO4)OC(=O)C)OC)C)OC. Drug 2: C1=C(C(=O)NC(=O)N1)F. Cell line: LOX IMVI. Synergy scores: CSS=42.7, Synergy_ZIP=-7.67, Synergy_Bliss=-8.67, Synergy_Loewe=-1.90, Synergy_HSA=0.212. (10) Drug 2: CC1CCCC2(C(O2)CC(NC(=O)CC(C(C(=O)C(C1O)C)(C)C)O)C(=CC3=CSC(=N3)C)C)C. Synergy scores: CSS=42.6, Synergy_ZIP=-0.987, Synergy_Bliss=-0.887, Synergy_Loewe=1.45, Synergy_HSA=3.28. Drug 1: CCN(CC)CCCC(C)NC1=C2C=C(C=CC2=NC3=C1C=CC(=C3)Cl)OC. Cell line: RXF 393.